From a dataset of Reaction yield outcomes from USPTO patents with 853,638 reactions. Predict the reaction yield, written as a fraction of the theoretical maximum amount of product (1.0 means a 100% yield; for example, 0.34 means a 34% yield). (1) The reactants are [C:1]([O:5][C:6]([N:8]([CH:22]([CH3:24])[CH3:23])[CH2:9][CH:10]([C:15]1[CH:20]=[CH:19][C:18]([Cl:21])=[CH:17][CH:16]=1)[C:11]([O:13]C)=[O:12])=[O:7])([CH3:4])([CH3:3])[CH3:2].O([Si](C)(C)C)[K:26]. The catalyst is C1COCC1. The product is [C:1]([O:5][C:6]([N:8]([CH:22]([CH3:24])[CH3:23])[CH2:9][CH:10]([C:15]1[CH:20]=[CH:19][C:18]([Cl:21])=[CH:17][CH:16]=1)[C:11]([O-:13])=[O:12])=[O:7])([CH3:3])([CH3:4])[CH3:2].[K+:26]. The yield is 1.05. (2) The reactants are C[O-].[Na+].CO[C:6]([C:8]1[CH:13]=[N:12][CH:11]=[CH:10][N:9]=1)=[O:7].[C:14]([O:17][CH3:18])(=[O:16])[CH3:15]. The catalyst is C1(C)C=CC=CC=1. The product is [O:7]=[C:6]([C:8]1[CH:13]=[N:12][CH:11]=[CH:10][N:9]=1)[CH2:15][C:14]([O:17][CH3:18])=[O:16]. The yield is 0.500.